From a dataset of NCI-60 drug combinations with 297,098 pairs across 59 cell lines. Regression. Given two drug SMILES strings and cell line genomic features, predict the synergy score measuring deviation from expected non-interaction effect. (1) Drug 2: C1=CC(=CC=C1CCCC(=O)O)N(CCCl)CCCl. Cell line: NCI-H460. Drug 1: CCCS(=O)(=O)NC1=C(C(=C(C=C1)F)C(=O)C2=CNC3=C2C=C(C=N3)C4=CC=C(C=C4)Cl)F. Synergy scores: CSS=24.6, Synergy_ZIP=0.718, Synergy_Bliss=0.663, Synergy_Loewe=-5.89, Synergy_HSA=-0.795. (2) Drug 1: COC1=CC(=CC(=C1O)OC)C2C3C(COC3=O)C(C4=CC5=C(C=C24)OCO5)OC6C(C(C7C(O6)COC(O7)C8=CC=CS8)O)O. Drug 2: C1C(C(OC1N2C=NC3=C2NC=NCC3O)CO)O. Cell line: RPMI-8226. Synergy scores: CSS=53.4, Synergy_ZIP=1.35, Synergy_Bliss=0.199, Synergy_Loewe=-37.7, Synergy_HSA=1.80. (3) Drug 1: CCCCCOC(=O)NC1=NC(=O)N(C=C1F)C2C(C(C(O2)C)O)O. Drug 2: C(CC(=O)O)C(=O)CN.Cl. Cell line: NCI-H460. Synergy scores: CSS=7.36, Synergy_ZIP=1.50, Synergy_Bliss=3.45, Synergy_Loewe=-0.994, Synergy_HSA=-0.384. (4) Drug 2: C1CCC(C(C1)[NH-])[NH-].C(=O)(C(=O)[O-])[O-].[Pt+4]. Synergy scores: CSS=28.0, Synergy_ZIP=-10.2, Synergy_Bliss=-9.60, Synergy_Loewe=-16.6, Synergy_HSA=-5.96. Drug 1: C1CC(C1)(C2=CC=C(C=C2)C3=C(C=C4C(=N3)C=CN5C4=NNC5=O)C6=CC=CC=C6)N. Cell line: SK-OV-3. (5) Drug 1: CC1=C(C=C(C=C1)NC(=O)C2=CC=C(C=C2)CN3CCN(CC3)C)NC4=NC=CC(=N4)C5=CN=CC=C5. Drug 2: C(CC(=O)O)C(=O)CN.Cl. Cell line: DU-145. Synergy scores: CSS=10.4, Synergy_ZIP=-7.83, Synergy_Bliss=-0.943, Synergy_Loewe=-6.09, Synergy_HSA=-4.82. (6) Drug 1: CC1=C2C(C(=O)C3(C(CC4C(C3C(C(C2(C)C)(CC1OC(=O)C(C(C5=CC=CC=C5)NC(=O)OC(C)(C)C)O)O)OC(=O)C6=CC=CC=C6)(CO4)OC(=O)C)O)C)O. Drug 2: COC1=C2C(=CC3=C1OC=C3)C=CC(=O)O2. Cell line: IGROV1. Synergy scores: CSS=3.73, Synergy_ZIP=-5.80, Synergy_Bliss=-0.105, Synergy_Loewe=-20.1, Synergy_HSA=-0.114. (7) Drug 1: C1C(C(OC1N2C=NC3=C2NC=NCC3O)CO)O. Drug 2: C(CCl)NC(=O)N(CCCl)N=O. Cell line: NCIH23. Synergy scores: CSS=5.56, Synergy_ZIP=-4.38, Synergy_Bliss=-0.0427, Synergy_Loewe=-1.75, Synergy_HSA=0.114. (8) Drug 1: CC1=CC2C(CCC3(C2CCC3(C(=O)C)OC(=O)C)C)C4(C1=CC(=O)CC4)C. Drug 2: CC1C(C(CC(O1)OC2CC(OC(C2O)C)OC3=CC4=CC5=C(C(=O)C(C(C5)C(C(=O)C(C(C)O)O)OC)OC6CC(C(C(O6)C)O)OC7CC(C(C(O7)C)O)OC8CC(C(C(O8)C)O)(C)O)C(=C4C(=C3C)O)O)O)O. Cell line: HCC-2998. Synergy scores: CSS=10.7, Synergy_ZIP=1.67, Synergy_Bliss=9.93, Synergy_Loewe=5.79, Synergy_HSA=7.00. (9) Drug 1: CC1=C(C=C(C=C1)C(=O)NC2=CC(=CC(=C2)C(F)(F)F)N3C=C(N=C3)C)NC4=NC=CC(=N4)C5=CN=CC=C5. Drug 2: C1CNP(=O)(OC1)N(CCCl)CCCl. Cell line: A549. Synergy scores: CSS=-4.12, Synergy_ZIP=2.04, Synergy_Bliss=-0.864, Synergy_Loewe=-1.41, Synergy_HSA=-4.85.